This data is from NCI-60 drug combinations with 297,098 pairs across 59 cell lines. The task is: Regression. Given two drug SMILES strings and cell line genomic features, predict the synergy score measuring deviation from expected non-interaction effect. (1) Drug 1: C1=CC=C(C=C1)NC(=O)CCCCCCC(=O)NO. Drug 2: C1CN1C2=NC(=NC(=N2)N3CC3)N4CC4. Cell line: EKVX. Synergy scores: CSS=7.74, Synergy_ZIP=-0.198, Synergy_Bliss=5.82, Synergy_Loewe=0.0357, Synergy_HSA=1.59. (2) Drug 1: CCCS(=O)(=O)NC1=C(C(=C(C=C1)F)C(=O)C2=CNC3=C2C=C(C=N3)C4=CC=C(C=C4)Cl)F. Drug 2: CCCCCOC(=O)NC1=NC(=O)N(C=C1F)C2C(C(C(O2)C)O)O. Cell line: 786-0. Synergy scores: CSS=5.08, Synergy_ZIP=-1.37, Synergy_Bliss=2.50, Synergy_Loewe=2.16, Synergy_HSA=2.34. (3) Synergy scores: CSS=3.65, Synergy_ZIP=-2.76, Synergy_Bliss=-0.730, Synergy_Loewe=-22.7, Synergy_HSA=-4.23. Drug 2: C(CN)CNCCSP(=O)(O)O. Drug 1: CC1CCC2CC(C(=CC=CC=CC(CC(C(=O)C(C(C(=CC(C(=O)CC(OC(=O)C3CCCCN3C(=O)C(=O)C1(O2)O)C(C)CC4CCC(C(C4)OC)OCCO)C)C)O)OC)C)C)C)OC. Cell line: OVCAR3. (4) Drug 1: CCCS(=O)(=O)NC1=C(C(=C(C=C1)F)C(=O)C2=CNC3=C2C=C(C=N3)C4=CC=C(C=C4)Cl)F. Drug 2: CCN(CC)CCNC(=O)C1=C(NC(=C1C)C=C2C3=C(C=CC(=C3)F)NC2=O)C. Cell line: RPMI-8226. Synergy scores: CSS=-3.02, Synergy_ZIP=3.23, Synergy_Bliss=2.78, Synergy_Loewe=-5.86, Synergy_HSA=-4.86. (5) Drug 1: C1=NC2=C(N1)C(=S)N=C(N2)N. Drug 2: CCN(CC)CCNC(=O)C1=C(NC(=C1C)C=C2C3=C(C=CC(=C3)F)NC2=O)C. Cell line: SN12C. Synergy scores: CSS=20.3, Synergy_ZIP=-7.39, Synergy_Bliss=-3.54, Synergy_Loewe=-2.43, Synergy_HSA=-2.04. (6) Drug 1: CC12CCC(CC1=CCC3C2CCC4(C3CC=C4C5=CN=CC=C5)C)O. Drug 2: C1CN1P(=S)(N2CC2)N3CC3. Cell line: MALME-3M. Synergy scores: CSS=15.5, Synergy_ZIP=-1.99, Synergy_Bliss=1.30, Synergy_Loewe=1.15, Synergy_HSA=1.45. (7) Drug 1: CC1=C(C(=CC=C1)Cl)NC(=O)C2=CN=C(S2)NC3=CC(=NC(=N3)C)N4CCN(CC4)CCO. Drug 2: CN(C(=O)NC(C=O)C(C(C(CO)O)O)O)N=O. Cell line: TK-10. Synergy scores: CSS=33.1, Synergy_ZIP=6.12, Synergy_Bliss=8.26, Synergy_Loewe=-20.2, Synergy_HSA=7.90.